Dataset: Catalyst prediction with 721,799 reactions and 888 catalyst types from USPTO. Task: Predict which catalyst facilitates the given reaction. Reactant: [NH:1]1[C:9]2[C:4](=[CH:5][C:6]([C:10]([OH:12])=[O:11])=[CH:7][CH:8]=2)[CH:3]=[CH:2]1.[Br:13]Br.[O-]S([O-])=O.[Na+].[Na+]. Product: [Br:13][C:3]1[C:4]2[C:9](=[CH:8][CH:7]=[C:6]([C:10]([OH:12])=[O:11])[CH:5]=2)[NH:1][CH:2]=1. The catalyst class is: 3.